From a dataset of Catalyst prediction with 721,799 reactions and 888 catalyst types from USPTO. Predict which catalyst facilitates the given reaction. (1) Reactant: [Na].[N:2]([CH2:5][C:6]([O:8][CH2:9][CH3:10])=[O:7])=[N+:3]=[N-:4].[CH3:11][Si:12]([CH3:22])([CH3:21])[C:13]1[CH:20]=[CH:19][C:16]([CH:17]=O)=[CH:15][CH:14]=1.[Cl-].[NH4+]. Product: [N:2]([C:5](=[CH:17][C:16]1[CH:19]=[CH:20][C:13]([Si:12]([CH3:11])([CH3:22])[CH3:21])=[CH:14][CH:15]=1)[C:6]([O:8][CH2:9][CH3:10])=[O:7])=[N+:3]=[N-:4]. The catalyst class is: 8. (2) Reactant: Cl.[Br:2][C:3]1[N:4]=[C:5]([C@@H:13]2[CH2:17][CH2:16][NH:15][CH2:14]2)[N:6]2[CH:11]=[CH:10][N:9]=[C:8]([CH3:12])[C:7]=12.C(N(CC)C(C)C)(C)C.[C:27]([O:30][CH2:31][C:32](Cl)=[O:33])(=[O:29])[CH3:28]. Product: [C:27]([O:30][CH2:31][C:32]([N:15]1[CH2:16][CH2:17][C@@H:13]([C:5]2[N:6]3[CH:11]=[CH:10][N:9]=[C:8]([CH3:12])[C:7]3=[C:3]([Br:2])[N:4]=2)[CH2:14]1)=[O:33])(=[O:29])[CH3:28]. The catalyst class is: 4. (3) Reactant: [F:1][C:2]1[CH:7]=[C:6]([F:8])[C:5]([F:9])=[CH:4][C:3]=1[CH2:10][C:11](=O)[CH2:12][C:13]([O:15][CH3:16])=[O:14].C([O-])(=O)C.[NH4+:22]. Product: [NH2:22]/[C:11](/[CH2:10][C:3]1[CH:4]=[C:5]([F:9])[C:6]([F:8])=[CH:7][C:2]=1[F:1])=[CH:12]\[C:13]([O:15][CH3:16])=[O:14]. The catalyst class is: 5. (4) Reactant: [I:1][C:2]1[C:10]2[C:5](=[N:6][CH:7]=[CH:8][CH:9]=2)[NH:4][CH:3]=1.[H-].[Na+].[CH:13]([Si:16](Cl)([CH:20]([CH3:22])[CH3:21])[CH:17]([CH3:19])[CH3:18])([CH3:15])[CH3:14].O. Product: [I:1][C:2]1[C:10]2[C:5](=[N:6][CH:7]=[CH:8][CH:9]=2)[N:4]([Si:16]([CH:20]([CH3:22])[CH3:21])([CH:17]([CH3:19])[CH3:18])[CH:13]([CH3:15])[CH3:14])[CH:3]=1. The catalyst class is: 9. (5) Reactant: [CH2:1]([O:8][C:9]1[C:32]([Cl:33])=[CH:31][C:12]([C:13]([NH:15][C:16]2[CH:21]=[C:20]([S:22](=[O:29])(=[O:28])[N:23]([CH2:26][CH3:27])[CH2:24][CH3:25])[CH:19]=[CH:18][C:17]=2[OH:30])=[O:14])=[CH:11][C:10]=1[Cl:34])[C:2]1[CH:7]=[CH:6][CH:5]=[CH:4][CH:3]=1.C(=O)([O-])[O-].[K+].[K+].Br[CH2:42][CH2:43]Br.O. Product: [CH2:26]([N:23]([CH2:24][CH3:25])[S:22]([C:20]1[CH:19]=[CH:18][C:17]2[O:30][CH2:43][CH2:42][N:15]([C:13](=[O:14])[C:12]3[CH:11]=[C:10]([Cl:34])[C:9]([O:8][CH2:1][C:2]4[CH:3]=[CH:4][CH:5]=[CH:6][CH:7]=4)=[C:32]([Cl:33])[CH:31]=3)[C:16]=2[CH:21]=1)(=[O:28])=[O:29])[CH3:27]. The catalyst class is: 9.